From a dataset of Forward reaction prediction with 1.9M reactions from USPTO patents (1976-2016). Predict the product of the given reaction. (1) Given the reactants O.[C:2]([O:6][C:7]([NH:9][C@H:10]([C:15]([OH:17])=O)[CH2:11][CH:12]([CH3:14])[CH3:13])=[O:8])([CH3:5])([CH3:4])[CH3:3].Cl.[OH:19][C@@H:20]([CH2:50]O)[CH2:21][N:22]1[CH:26]=[CH:25][C:24]([NH:27]C(=O)[C@@H](N2CC(OC3C=CC=C(Cl)C=3Cl)=CC2=O)CC(C)C)=[N:23]1.[CH:52](N(CC)C(C)C)(C)C.F[P-](F)(F)(F)(F)F.N1(O[P+](N(C)C)(N(C)C)N(C)C)C2C=CC=CC=2N=N1, predict the reaction product. The product is: [C:2]([O:6][C:7](=[O:8])[NH:9][C@H:10]([C:15](=[O:17])[NH:27][C:24]1[CH:25]=[CH:26][N:22]([CH2:21][C:20]([OH:19])([CH3:50])[CH3:52])[N:23]=1)[CH2:11][CH:12]([CH3:13])[CH3:14])([CH3:3])([CH3:4])[CH3:5]. (2) Given the reactants [CH3:1][O:2][C:3]1[CH:4]=[C:5]([CH:8]=[CH:9][C:10]=1[C:11]1[O:15][CH:14]=[N:13][CH:12]=1)[CH2:6][NH2:7].[CH3:16][C:17]1[S:21][C:20]([CH:22]=O)=[CH:19][CH:18]=1, predict the reaction product. The product is: [CH3:22][C:20]1[S:21][C:17]([CH2:16][NH:7][CH2:6][C:5]2[CH:8]=[CH:9][C:10]([C:11]3[O:15][CH:14]=[N:13][CH:12]=3)=[C:3]([O:2][CH3:1])[CH:4]=2)=[CH:18][CH:19]=1. (3) Given the reactants [H-].[Na+].COP([CH2:9][C:10]([O:12][C:13]([CH3:16])([CH3:15])[CH3:14])=[O:11])(OC)=O.[F:17][C:18]([F:37])([F:36])[O:19][C:20]1[CH:25]=[CH:24][C:23]([S:26]([N:29]2[CH2:34][CH2:33][C:32](=O)[CH2:31][CH2:30]2)(=[O:28])=[O:27])=[CH:22][CH:21]=1, predict the reaction product. The product is: [F:37][C:18]([F:17])([F:36])[O:19][C:20]1[CH:25]=[CH:24][C:23]([S:26]([N:29]2[CH2:30][CH2:31][C:32](=[CH:9][C:10]([O:12][C:13]([CH3:14])([CH3:15])[CH3:16])=[O:11])[CH2:33][CH2:34]2)(=[O:27])=[O:28])=[CH:22][CH:21]=1. (4) Given the reactants [C:1]([C:4]1[C:5]([OH:14])=[C:6]([C:9]([CH3:13])=[C:10]([Cl:12])[CH:11]=1)[C:7]#[N:8])(=[O:3])[CH3:2].C(N(CC)CC)C.[F:22][C:23]([F:36])([F:35])[S:24](O[S:24]([C:23]([F:36])([F:35])[F:22])(=[O:26])=[O:25])(=[O:26])=[O:25], predict the reaction product. The product is: [F:22][C:23]([F:36])([F:35])[S:24]([O:14][C:5]1[C:4]([C:1](=[O:3])[CH3:2])=[CH:11][C:10]([Cl:12])=[C:9]([CH3:13])[C:6]=1[C:7]#[N:8])(=[O:26])=[O:25]. (5) Given the reactants [OH:1][C:2]1[CH:3]=[C:4]([CH:7]=[CH:8][C:9]=1[OH:10])[CH:5]=[O:6].C(=O)([O-])[O-].[K+].[K+].[CH2:17](Br)[C:18]1[CH:23]=[CH:22][CH:21]=[CH:20][CH:19]=1.Cl, predict the reaction product. The product is: [CH2:17]([O:1][C:2]1[CH:3]=[C:4]([CH:7]=[CH:8][C:9]=1[OH:10])[CH:5]=[O:6])[C:18]1[CH:23]=[CH:22][CH:21]=[CH:20][CH:19]=1. (6) Given the reactants CN(C(ON1N=NC2C=CC=NC1=2)=[N+](C)C)C.F[P-](F)(F)(F)(F)F.[CH2:25]([O:27][C:28]1[CH:29]=[C:30]([C:34]2[N:39]=[CH:38][C:37]([C:40]([OH:42])=O)=[CH:36][CH:35]=2)[CH:31]=[CH:32][CH:33]=1)[CH3:26].CCN(C(C)C)C(C)C.[F:52][C:53]([F:66])([F:65])[C:54]1[NH:55][C:56]2[C:61]([CH:62]=1)=[CH:60][C:59]([CH2:63][NH2:64])=[CH:58][CH:57]=2, predict the reaction product. The product is: [CH2:25]([O:27][C:28]1[CH:29]=[C:30]([C:34]2[N:39]=[CH:38][C:37]([C:40]([NH:64][CH2:63][C:59]3[CH:60]=[C:61]4[C:56](=[CH:57][CH:58]=3)[NH:55][C:54]([C:53]([F:66])([F:52])[F:65])=[CH:62]4)=[O:42])=[CH:36][CH:35]=2)[CH:31]=[CH:32][CH:33]=1)[CH3:26].